This data is from Peptide-MHC class I binding affinity with 185,985 pairs from IEDB/IMGT. The task is: Regression. Given a peptide amino acid sequence and an MHC pseudo amino acid sequence, predict their binding affinity value. This is MHC class I binding data. (1) The peptide sequence is GVPPKVVSY. The MHC is HLA-B46:01 with pseudo-sequence HLA-B46:01. The binding affinity (normalized) is 0.0847. (2) The peptide sequence is LEARVNLSV. The MHC is HLA-C04:01 with pseudo-sequence HLA-C04:01. The binding affinity (normalized) is 0.213. (3) The peptide sequence is LTRILTIPQSL. The MHC is Patr-B0101 with pseudo-sequence Patr-B0101. The binding affinity (normalized) is 0.545. (4) The MHC is HLA-A68:01 with pseudo-sequence HLA-A68:01. The peptide sequence is VLYDEFVTI. The binding affinity (normalized) is 0.168. (5) The peptide sequence is KKSAFYQSY. The MHC is HLA-B27:03 with pseudo-sequence HLA-B27:03. The binding affinity (normalized) is 0.0847. (6) The peptide sequence is AVLLHEESM. The MHC is HLA-B44:03 with pseudo-sequence HLA-B44:03. The binding affinity (normalized) is 0.